This data is from Forward reaction prediction with 1.9M reactions from USPTO patents (1976-2016). The task is: Predict the product of the given reaction. (1) Given the reactants [C:1](N)(=[O:4])[CH:2]=C.[C:6]([O:11]CC[N+](C)(C)C)(=O)[C:7](C)=C.[S:18](OC)(OC)(=[O:20])=[O:19], predict the reaction product. The product is: [S:18]([O:11][CH2:6][CH3:7])([O:4][CH2:1][CH3:2])(=[O:20])=[O:19]. (2) The product is: [F:1][C:2]1[C:10]2[CH2:9][CH2:8][CH2:7][CH2:6][C:5]=2[N:4]2[CH2:11][CH2:12][N:13]([C:16]3[C:17]([CH2:18][OH:19])=[C:20]([C:24]4[CH:29]=[C:28]([NH:30][C:31]5[S:32][C:33]6[CH2:34][N:35]([CH3:40])[CH2:36][CH2:37][C:38]=6[N:39]=5)[C:27](=[O:41])[N:26]([CH3:42])[CH:25]=4)[CH:21]=[CH:22][N:23]=3)[C:14](=[O:15])[C:3]=12. Given the reactants [F:1][C:2]1[C:10]2[CH2:9][CH2:8][CH2:7][CH2:6][C:5]=2[N:4]2[CH2:11][CH2:12][N:13]([C:16]3[N:23]=[CH:22][CH:21]=[C:20]([C:24]4[CH:29]=[C:28]([NH:30][C:31]5[S:32][C:33]6[CH2:34][N:35]([CH3:40])[CH2:36][CH2:37][C:38]=6[N:39]=5)[C:27](=[O:41])[N:26]([CH3:42])[CH:25]=4)[C:17]=3[CH:18]=[O:19])[C:14](=[O:15])[C:3]=12.[BH4-].[Na+], predict the reaction product. (3) Given the reactants [NH2:1][C:2]1[CH:10]=[CH:9][C:5]([C:6]([OH:8])=[O:7])=[CH:4][C:3]=1[OH:11].[CH:12](O)=[O:13], predict the reaction product. The product is: [C:12](=[N:1][C:2]1[CH:10]=[CH:9][C:5]([C:6]([OH:8])=[O:7])=[CH:4][C:3]=1[OH:11])=[O:13]. (4) Given the reactants [CH:1]1([C:4]([NH:6][C:7]2[N:8]=[C:9]3[CH:14]=[CH:13][C:12]([S:15][C:16]4[CH:24]=[CH:23][CH:22]=[CH:21][C:17]=4[C:18]([OH:20])=O)=[N:11][N:10]3[CH:25]=2)=[O:5])[CH2:3][CH2:2]1.[NH2:26][C:27]1[CH:32]=[CH:31][CH:30]=[CH:29][CH:28]=1.F[P-](F)(F)(F)(F)F.N1(OC(N(C)C)=[N+](C)C)C2N=CC=CC=2N=N1.C(N(CC)C(C)C)(C)C, predict the reaction product. The product is: [CH:1]1([C:4]([NH:6][C:7]2[N:8]=[C:9]3[CH:14]=[CH:13][C:12]([S:15][C:16]4[CH:24]=[CH:23][CH:22]=[CH:21][C:17]=4[C:18]([NH:26][C:27]4[CH:32]=[CH:31][CH:30]=[CH:29][CH:28]=4)=[O:20])=[N:11][N:10]3[CH:25]=2)=[O:5])[CH2:3][CH2:2]1. (5) Given the reactants [C@@H:1]12[O:7][C@@H:6]1[CH2:5][CH2:4][CH2:3][C@@H:2]2[NH:8][C:9](=[O:18])[O:10][CH2:11][C:12]1[CH:17]=[CH:16][CH:15]=[CH:14][CH:13]=1.[CH3:19][NH2:20], predict the reaction product. The product is: [OH:7][C@@H:1]1[C@@H:6]([NH:20][CH3:19])[CH2:5][CH2:4][CH2:3][C@@H:2]1[NH:8][C:9](=[O:18])[O:10][CH2:11][C:12]1[CH:17]=[CH:16][CH:15]=[CH:14][CH:13]=1. (6) Given the reactants C(OC(=O)[NH:7][C@H:8]([C:10]1[N:14]([C:15]2[CH:20]=[CH:19][CH:18]=[CH:17][CH:16]=2)[C:13]2[CH:21]=[CH:22][C:23]([F:25])=[CH:24][C:12]=2[N:11]=1)[CH3:9])(C)(C)C.C(O)(C(F)(F)F)=O, predict the reaction product. The product is: [F:25][C:23]1[CH:22]=[CH:21][C:13]2[N:14]([C:15]3[CH:20]=[CH:19][CH:18]=[CH:17][CH:16]=3)[C:10]([C@@H:8]([NH2:7])[CH3:9])=[N:11][C:12]=2[CH:24]=1. (7) Given the reactants CN1[CH2:5][CH:4]([OH:6])[CH2:3]1.[H-].[Na+].Br[C:10]1[C:11]([Br:16])=[N:12][CH:13]=[CH:14][N:15]=1.[CH3:17][N:18]([CH:20]=O)[CH3:19], predict the reaction product. The product is: [Br:16][C:11]1[CH:10]=[N:15][C:14]([O:6][CH:4]2[CH2:5][CH2:19][N:18]([CH3:17])[CH2:20][CH2:3]2)=[CH:13][N:12]=1.